This data is from Peptide-MHC class I binding affinity with 185,985 pairs from IEDB/IMGT. The task is: Regression. Given a peptide amino acid sequence and an MHC pseudo amino acid sequence, predict their binding affinity value. This is MHC class I binding data. (1) The peptide sequence is TMGAASITL. The MHC is HLA-A02:03 with pseudo-sequence HLA-A02:03. The binding affinity (normalized) is 0.572. (2) The peptide sequence is KTIYAVDSF. The MHC is HLA-B15:03 with pseudo-sequence HLA-B15:03. The binding affinity (normalized) is 0.466. (3) The peptide sequence is GIILLILSCI. The MHC is HLA-A68:02 with pseudo-sequence HLA-A68:02. The binding affinity (normalized) is 0.480. (4) The peptide sequence is LSDAIFDDL. The MHC is HLA-B51:01 with pseudo-sequence HLA-B51:01. The binding affinity (normalized) is 0.0847. (5) The peptide sequence is NHEDVTAMI. The MHC is Mamu-B17 with pseudo-sequence Mamu-B17. The binding affinity (normalized) is 0.486. (6) The peptide sequence is VTRPLRTMV. The MHC is HLA-A69:01 with pseudo-sequence HLA-A69:01. The binding affinity (normalized) is 0.455.